Predict the reactants needed to synthesize the given product. From a dataset of Full USPTO retrosynthesis dataset with 1.9M reactions from patents (1976-2016). (1) Given the product [Cl:18][C:14]1[CH:13]=[C:12]([CH:17]=[CH:16][CH:15]=1)[CH2:11][N:10]1[C:6]([C:4]([OH:3])=[O:5])=[CH:7][C:8]2[CH:21]=[C:20]([C:26]3[S:27][CH:28]=[C:24]([CH3:23])[CH:25]=3)[S:19][C:9]1=2, predict the reactants needed to synthesize it. The reactants are: C([O:3][C:4]([C:6]1[N:10]([CH2:11][C:12]2[CH:17]=[CH:16][CH:15]=[C:14]([Cl:18])[CH:13]=2)[C:9]2[S:19][C:20](Br)=[CH:21][C:8]=2[CH:7]=1)=[O:5])C.[CH3:23][C:24]1[CH:25]=[C:26]([Sn](CCCC)(CCCC)CCCC)[S:27][CH:28]=1. (2) Given the product [N+:10]([C:7]1[CH:6]=[C:3]2[C:2](=[CH:9][CH:8]=1)[N:14]([CH2:25][CH2:24][OH:26])[N:13]=[CH:4]2)([O-:12])=[O:11], predict the reactants needed to synthesize it. The reactants are: Cl[C:2]1[CH:9]=[CH:8][C:7]([N+:10]([O-:12])=[O:11])=[CH:6][C:3]=1[CH:4]=O.[NH2:13][NH2:14].CCN(C(C)C)C(C)C.[CH2:24]([OH:26])[CH3:25].